This data is from Full USPTO retrosynthesis dataset with 1.9M reactions from patents (1976-2016). The task is: Predict the reactants needed to synthesize the given product. (1) Given the product [Cl:1][C:2]1[CH:3]=[C:4]([C:10]2[N:11]=[C:12]([CH:23]3[CH2:24][CH2:25]3)[S:13][C:14]=2[C:15]2[CH:20]=[CH:19][N:18]=[C:17]([S:21][CH3:22])[N:16]=2)[C:5]([F:9])=[C:6]([NH:7][S:33]([CH3:32])(=[O:35])=[O:34])[CH:8]=1, predict the reactants needed to synthesize it. The reactants are: [Cl:1][C:2]1[CH:3]=[C:4]([C:10]2[N:11]=[C:12]([CH:23]3[CH2:25][CH2:24]3)[S:13][C:14]=2[C:15]2[CH:20]=[CH:19][N:18]=[C:17]([S:21][CH3:22])[N:16]=2)[C:5]([F:9])=[C:6]([CH:8]=1)[NH2:7].N1C=CC=CC=1.[CH3:32][S:33](Cl)(=[O:35])=[O:34]. (2) Given the product [CH2:1]([O:8][CH2:9][C:10](=[O:17])[CH:11]([CH2:19][C:20]([C:22]1[CH:27]=[CH:26][C:25]([O:28][CH3:29])=[C:24]([O:30][CH:31]2[CH2:35][CH2:34][CH2:33][CH2:32]2)[CH:23]=1)=[O:21])[C:12]([O:14][CH2:15][CH3:16])=[O:13])[C:2]1[CH:7]=[CH:6][CH:5]=[CH:4][CH:3]=1, predict the reactants needed to synthesize it. The reactants are: [CH2:1]([O:8][CH2:9][C:10](=[O:17])[CH2:11][C:12]([O:14][CH2:15][CH3:16])=[O:13])[C:2]1[CH:7]=[CH:6][CH:5]=[CH:4][CH:3]=1.Br[CH2:19][C:20]([C:22]1[CH:27]=[CH:26][C:25]([O:28][CH3:29])=[C:24]([O:30][CH:31]2[CH2:35][CH2:34][CH2:33][CH2:32]2)[CH:23]=1)=[O:21].BrCC(C1C=CC(OC(F)F)=C(OCC2CC2)C=1)=O. (3) The reactants are: [NH2:1][C:2]1[CH:10]=[C:9]([O:11][CH3:12])[C:8]([O:13][CH3:14])=[CH:7][C:3]=1[C:4](O)=[O:5].CC[N:17]=C=NCCCN(C)C.Cl.C1C=CC2N(O)N=NC=2C=1.CN1CCOCC1.N. Given the product [NH2:1][C:2]1[CH:10]=[C:9]([O:11][CH3:12])[C:8]([O:13][CH3:14])=[CH:7][C:3]=1[C:4]([NH2:17])=[O:5], predict the reactants needed to synthesize it. (4) Given the product [CH:1]1([C:43]2[C:48]([C:49]3[CH:50]=[CH:51][C:52]([F:55])=[CH:53][CH:54]=3)=[C:47]([F:56])[C:46]([O:57][CH3:58])=[C:45]([CH:59]=[O:60])[CH:44]=2)[CH2:3][CH2:2]1, predict the reactants needed to synthesize it. The reactants are: [CH:1]1(B(O)O)[CH2:3][CH2:2]1.C1(P(C2CCCCC2)C2C=CC=CC=2C2C(OC)=CC=CC=2OC)CCCCC1.C(=O)([O-])[O-].[Na+].[Na+].Br[C:43]1[C:48]([C:49]2[CH:54]=[CH:53][C:52]([F:55])=[CH:51][CH:50]=2)=[C:47]([F:56])[C:46]([O:57][CH3:58])=[C:45]([CH:59]=[O:60])[CH:44]=1.